This data is from Catalyst prediction with 721,799 reactions and 888 catalyst types from USPTO. The task is: Predict which catalyst facilitates the given reaction. (1) Reactant: [N:1]12[CH2:8][CH2:7][CH:4]([CH2:5][CH2:6]1)[C@H:3]([NH:9][C:10]1[C:19]3[C:14](=[CH:15][CH:16]=[C:17]([C:20]4[CH:25]=[CH:24][C:23]([O:26]C)=[CH:22][CH:21]=4)[CH:18]=3)[NH:13][C:12](=[O:28])[C:11]=1[C:29]1[NH:33][C:32]3[CH:34]=[CH:35][CH:36]=[CH:37][C:31]=3[N:30]=1)[CH2:2]2.[OH-].[Na+]. Product: [N:1]12[CH2:6][CH2:5][CH:4]([CH2:7][CH2:8]1)[C@H:3]([NH:9][C:10]1[C:19]3[C:14](=[CH:15][CH:16]=[C:17]([C:20]4[CH:21]=[CH:22][C:23]([OH:26])=[CH:24][CH:25]=4)[CH:18]=3)[NH:13][C:12](=[O:28])[C:11]=1[C:29]1[NH:30][C:31]3[CH:37]=[CH:36][CH:35]=[CH:34][C:32]=3[N:33]=1)[CH2:2]2. The catalyst class is: 844. (2) Reactant: [CH3:1][CH2:2][N:3]([CH2:6][CH2:7][NH:8][C:9]([C:11]1[C:12]([CH3:29])=[C:13](/[CH:17]=[C:18]2/[C:19]3[CH:20]=[C:21]([F:28])[CH:22]=[CH:23][C:24]=3[NH:25][C:26]/2=[O:27])[NH:14][C:15]=1[CH3:16])=[O:10])[CH2:4][CH3:5].[C:30]([OH:38])(=[O:37])[C@H:31]([CH2:33][C:34]([OH:36])=[O:35])[OH:32].CS(C)=O. Product: [CH3:1][CH2:2][N:3]([CH2:6][CH2:7][NH:8][C:9]([C:11]1[C:12]([CH3:29])=[C:13](/[CH:17]=[C:18]2/[C:19]3[CH:20]=[C:21]([F:28])[CH:22]=[CH:23][C:24]=3[NH:25][C:26]/2=[O:27])[NH:14][C:15]=1[CH3:16])=[O:10])[CH2:4][CH3:5].[CH2:33]([C:34]([OH:36])=[O:35])[C@H:31]([OH:32])[C:30]([OH:38])=[O:37]. The catalyst class is: 282. (3) Reactant: [C:1]([Si:5]([O:18][CH2:19][CH:20]1[CH2:25][CH2:24][C:23]([CH3:26])=[CH:22][CH2:21]1)([C:12]1[CH:17]=[CH:16][CH:15]=[CH:14][CH:13]=1)[C:6]1[CH:11]=[CH:10][CH:9]=[CH:8][CH:7]=1)([CH3:4])([CH3:3])[CH3:2].B.C1C[O:31]CC1.[OH-].[Na+].OO. Product: [Si:5]([O:18][CH2:19][CH:20]1[CH2:25][CH:24]([OH:31])[CH:23]([CH3:26])[CH2:22][CH2:21]1)([C:1]([CH3:4])([CH3:2])[CH3:3])([C:12]1[CH:17]=[CH:16][CH:15]=[CH:14][CH:13]=1)[C:6]1[CH:11]=[CH:10][CH:9]=[CH:8][CH:7]=1. The catalyst class is: 90.